Task: Predict the product of the given reaction.. Dataset: Forward reaction prediction with 1.9M reactions from USPTO patents (1976-2016) (1) Given the reactants I[C:2]1[CH:3]=[C:4]([N+:8]([O-:10])=[O:9])[CH:5]=[CH:6][CH:7]=1.C(N(CC)CC)C.[CH2:18]([C:20]1[N:21]([CH2:34][C:35]#[CH:36])[C:22]2[C:31]3[CH:30]=[CH:29][CH:28]=[CH:27][C:26]=3[N:25]=[C:24](N)[C:23]=2[N:33]=1)[CH3:19], predict the reaction product. The product is: [CH2:18]([C:20]1[N:21]([CH2:34][C:35]#[C:36][C:2]2[CH:7]=[CH:6][CH:5]=[C:4]([N+:8]([O-:10])=[O:9])[CH:3]=2)[C:22]2[C:31]3[CH:30]=[CH:29][CH:28]=[CH:27][C:26]=3[N:25]=[CH:24][C:23]=2[N:33]=1)[CH3:19]. (2) Given the reactants C(=O)([O-])[O-].[K+].[K+].[CH2:7]([CH:9]([CH2:12][CH2:13][CH2:14][CH3:15])[CH2:10][NH2:11])[CH3:8].[CH:16]1[C:25]2[C:20](=[CH:21][CH:22]=[CH:23][CH:24]=2)[CH:19]=[CH:18][C:17]=1[O:26][CH2:27][CH2:28][CH2:29][CH2:30]Cl, predict the reaction product. The product is: [CH2:7]([CH:9]([CH2:12][CH2:13][CH2:14][CH3:15])[CH2:10][NH:11][CH2:30][CH2:29][CH2:28][CH2:27][O:26][C:17]1[CH:18]=[CH:19][C:20]2[C:25](=[CH:24][CH:23]=[CH:22][CH:21]=2)[CH:16]=1)[CH3:8]. (3) Given the reactants [CH3:1][O:2][C:3]1[CH:8]=[CH:7][C:6]([C:9]2([C:12]([OH:14])=O)[CH2:11][CH2:10]2)=[CH:5][CH:4]=1.S(Cl)(Cl)=O.C(N(CC)CC)C.[NH2:26][C:27]1[N:32]=[C:31]([C:33]2[CH:34]=[C:35]([CH:43]=[CH:44][CH:45]=2)[C:36]([O:38]C(C)(C)C)=[O:37])[C:30]([CH3:46])=[CH:29][CH:28]=1.FC(F)(F)C(O)=O, predict the reaction product. The product is: [CH3:1][O:2][C:3]1[CH:4]=[CH:5][C:6]([C:9]2([C:12]([NH:26][C:27]3[N:32]=[C:31]([C:33]4[CH:34]=[C:35]([CH:43]=[CH:44][CH:45]=4)[C:36]([OH:38])=[O:37])[C:30]([CH3:46])=[CH:29][CH:28]=3)=[O:14])[CH2:10][CH2:11]2)=[CH:7][CH:8]=1. (4) Given the reactants [Br:1][C:2]1[CH:3]=[C:4]2[C:9](=[C:10]([O:12]C)[CH:11]=1)[C:8](=[O:14])[CH2:7][CH2:6][C:5]2([CH3:16])[CH3:15].[Cl-].[Al+3].[Cl-].[Cl-].O, predict the reaction product. The product is: [Br:1][C:2]1[CH:3]=[C:4]2[C:9](=[C:10]([OH:12])[CH:11]=1)[C:8](=[O:14])[CH2:7][CH2:6][C:5]2([CH3:16])[CH3:15]. (5) Given the reactants [C:1]([O:4][C:5]1[CH:13]=[CH:12][C:11]([Cl:14])=[CH:10][C:6]=1[C:7]([OH:9])=O)(=[O:3])[CH3:2].[NH2:15][C:16]1[CH:17]=[C:18]([N:22]2[C:26]([C:27]([F:30])([F:29])[F:28])=[CH:25][C:24]([C:31]([F:34])([F:33])[F:32])=[N:23]2)[CH:19]=[CH:20][CH:21]=1, predict the reaction product. The product is: [C:1]([O:4][C:5]1[CH:13]=[CH:12][C:11]([Cl:14])=[CH:10][C:6]=1[C:7]([NH:15][C:16]1[CH:21]=[CH:20][CH:19]=[C:18]([N:22]2[C:26]([C:27]([F:28])([F:29])[F:30])=[CH:25][C:24]([C:31]([F:34])([F:33])[F:32])=[N:23]2)[CH:17]=1)=[O:9])(=[O:3])[CH3:2]. (6) Given the reactants C(=O)([O-])[O-].[Sr+2:5].[C:6]([OH:18])(=[O:17])[CH2:7][NH:8][C:9]([C:11]1[CH:16]=[CH:15][CH:14]=[CH:13][CH:12]=1)=[O:10], predict the reaction product. The product is: [C:6]([O-:18])(=[O:17])[CH2:7][NH:8][C:9]([C:11]1[CH:12]=[CH:13][CH:14]=[CH:15][CH:16]=1)=[O:10].[Sr+2:5].[C:6]([O-:18])(=[O:17])[CH2:7][NH:8][C:9]([C:11]1[CH:12]=[CH:13][CH:14]=[CH:15][CH:16]=1)=[O:10].